This data is from Forward reaction prediction with 1.9M reactions from USPTO patents (1976-2016). The task is: Predict the product of the given reaction. (1) Given the reactants [CH:1]1([CH2:6][C:7]([NH:9][C:10]2[C:15]([CH3:16])=[CH:14][C:13]([NH:17][CH2:18][C:19]3[CH:24]=[CH:23][C:22]([C:25]([F:28])([F:27])[F:26])=[CH:21][CH:20]=3)=[CH:12][C:11]=2[CH3:29])=[O:8])[CH2:5][CH2:4][CH2:3][CH2:2]1.[C:30](O)(=O)C.C([BH3-])#N.[Na+].C=O, predict the reaction product. The product is: [CH:1]1([CH2:6][C:7]([NH:9][C:10]2[C:15]([CH3:16])=[CH:14][C:13]([N:17]([CH3:30])[CH2:18][C:19]3[CH:24]=[CH:23][C:22]([C:25]([F:26])([F:27])[F:28])=[CH:21][CH:20]=3)=[CH:12][C:11]=2[CH3:29])=[O:8])[CH2:5][CH2:4][CH2:3][CH2:2]1. (2) Given the reactants Cl[CH2:2][CH2:3][N:4]([CH2:18][CH2:19]Cl)[C:5]1[CH:10]=[CH:9][C:8]([CH2:11][CH2:12][CH2:13][C:14]([O:16][CH3:17])=[O:15])=[CH:7][CH:6]=1.[C:21]([O-:24])([O-])=O.[K+].[K+].[C:27]1([CH:34]=[CH:33][C:31]([OH:32])=[CH:30][CH:29]=1)[OH:28], predict the reaction product. The product is: [OH:28][C:27]1[CH:34]=[CH:33][C:31]([O:32][CH2:2][CH2:3][N:4]([CH2:18][CH2:19][O:28][C:27]2[CH:34]=[CH:33][C:21]([OH:24])=[CH:30][CH:29]=2)[C:5]2[CH:10]=[CH:9][C:8]([CH2:11][CH2:12][CH2:13][C:14]([O:16][CH3:17])=[O:15])=[CH:7][CH:6]=2)=[CH:30][CH:29]=1. (3) Given the reactants FC(F)(F)C([NH:5][CH2:6][C:7]1([NH:11][C:12]2[C:21]3[C:16](=[CH:17][CH:18]=[C:19]([CH3:22])[CH:20]=3)[N:15]=[C:14]([N:23]3[CH2:29][C:28]4[CH:30]=[CH:31][CH:32]=[CH:33][C:27]=4[S:26](=[O:34])[CH2:25][CH2:24]3)[N:13]=2)[CH2:10][O:9][CH2:8]1)=O.[OH-].[Na+], predict the reaction product. The product is: [NH2:5][CH2:6][C:7]1([NH:11][C:12]2[C:21]3[C:16](=[CH:17][CH:18]=[C:19]([CH3:22])[CH:20]=3)[N:15]=[C:14]([N:23]3[CH2:29][C:28]4[CH:30]=[CH:31][CH:32]=[CH:33][C:27]=4[S:26](=[O:34])[CH2:25][CH2:24]3)[N:13]=2)[CH2:8][O:9][CH2:10]1. (4) The product is: [C:8]([C:5]1[CH:6]=[C:7]([CH2:15][CH3:16])[C:3](=[C:1]([CH3:12])[CH3:2])[CH:4]=1)([CH3:10])([CH3:9])[CH3:11]. Given the reactants [CH2:1]([C:3]1[CH2:7][CH:6]=[C:5]([C:8]([CH3:11])([CH3:10])[CH3:9])[CH:4]=1)[CH3:2].[CH3:12]O.N1CC[CH2:16][CH2:15]1.Cl, predict the reaction product. (5) Given the reactants [NH2:1][C:2]1[CH:11]=[CH:10][C:9]2[C:4](=[CH:5][CH:6]=[CH:7][CH:8]=2)[C:3]=1[C:12]([O:14][CH3:15])=[O:13].[Cl:16]N1C(=O)CCC1=O, predict the reaction product. The product is: [NH2:1][C:2]1[C:11]([Cl:16])=[CH:10][C:9]2[C:4](=[CH:5][CH:6]=[CH:7][CH:8]=2)[C:3]=1[C:12]([O:14][CH3:15])=[O:13].